From a dataset of Reaction yield outcomes from USPTO patents with 853,638 reactions. Predict the reaction yield, written as a fraction of the theoretical maximum amount of product (1.0 means a 100% yield; for example, 0.34 means a 34% yield). The reactants are COC1C=CC(C[N:8]2[C:12]3=[N:13][CH:14]=[CH:15][C:16]([O:17][C:18]4[CH:23]=[CH:22][C:21]([NH:24][C:25]([C:27]5[C:28](=[O:40])[N:29]([C:33]6[CH:38]=[CH:37][C:36]([F:39])=[CH:35][CH:34]=6)[N:30]=[CH:31][CH:32]=5)=[O:26])=[CH:20][C:19]=4[F:41])=[C:11]3[C:10]([NH:42][CH:43]3[CH2:48][CH2:47][CH2:46][CH:45](O)[CH2:44]3)=[N:9]2)=CC=1.[C:52]([OH:58])([C:54]([F:57])([F:56])[F:55])=[O:53]. No catalyst specified. The product is [F:55][C:54]([F:57])([F:56])[C:52]([O:58][CH:45]1[CH2:46][CH2:47][CH2:48][CH:43]([NH:42][C:10]2[C:11]3[C:12](=[N:13][CH:14]=[CH:15][C:16]=3[O:17][C:18]3[CH:23]=[CH:22][C:21]([NH:24][C:25]([C:27]4[C:28](=[O:40])[N:29]([C:33]5[CH:34]=[CH:35][C:36]([F:39])=[CH:37][CH:38]=5)[N:30]=[CH:31][CH:32]=4)=[O:26])=[CH:20][C:19]=3[F:41])[NH:8][N:9]=2)[CH2:44]1)=[O:53]. The yield is 0.780.